This data is from TCR-epitope binding with 47,182 pairs between 192 epitopes and 23,139 TCRs. The task is: Binary Classification. Given a T-cell receptor sequence (or CDR3 region) and an epitope sequence, predict whether binding occurs between them. (1) The epitope is GPGHKARVL. The TCR CDR3 sequence is CASSEERAYSNQPQHF. Result: 0 (the TCR does not bind to the epitope). (2) The TCR CDR3 sequence is CASSLTGGAADTQYF. The epitope is FLLNKEMYL. Result: 0 (the TCR does not bind to the epitope). (3) The epitope is ITEEVGHTDLMAAY. The TCR CDR3 sequence is CASSLRLQGRNQPQHF. Result: 1 (the TCR binds to the epitope). (4) The epitope is FVDGVPFVV. The TCR CDR3 sequence is CASSLSGSGRAQSYNEQFF. Result: 1 (the TCR binds to the epitope). (5) The TCR CDR3 sequence is CASQLYREGLYEQYF. The epitope is RTLNAWVKV. Result: 0 (the TCR does not bind to the epitope). (6) The TCR CDR3 sequence is CASSPGNTEAFF. Result: 0 (the TCR does not bind to the epitope). The epitope is HPVGEADYFEY.